This data is from Catalyst prediction with 721,799 reactions and 888 catalyst types from USPTO. The task is: Predict which catalyst facilitates the given reaction. (1) Reactant: [CH3:1][O:2][C:3]([C:5]1[NH:6][CH:7]([C:18]2[CH:23]=[CH:22][C:21]([Cl:24])=[C:20]([O:25][CH3:26])[C:19]=2[F:27])[CH2:8]/[C:9](=[N:12]\OS(C)(=O)=O)/[C:10]=1[Cl:11])=[O:4]. Product: [CH3:1][O:2][C:3]([C:5]1[C:10]([Cl:11])=[C:9]([NH2:12])[CH:8]=[C:7]([C:18]2[CH:23]=[CH:22][C:21]([Cl:24])=[C:20]([O:25][CH3:26])[C:19]=2[F:27])[N:6]=1)=[O:4]. The catalyst class is: 15. (2) Reactant: C(Cl)(=O)OC(Cl)C.C([N:15]1[CH2:19][CH2:18][C:17]([S:36]([C:39]2[CH:44]=[CH:43][CH:42]=[C:41]([Br:45])[CH:40]=2)(=[O:38])=[O:37])([C:20]2[CH:25]=[CH:24][C:23]([C:26]([F:35])([C:31]([F:34])([F:33])[F:32])[C:27]([F:30])([F:29])[F:28])=[CH:22][CH:21]=2)[CH2:16]1)C1C=CC=CC=1. Product: [Br:45][C:41]1[CH:40]=[C:39]([S:36]([C:17]2([C:20]3[CH:21]=[CH:22][C:23]([C:26]([F:35])([C:27]([F:28])([F:29])[F:30])[C:31]([F:34])([F:33])[F:32])=[CH:24][CH:25]=3)[CH2:18][CH2:19][NH:15][CH2:16]2)(=[O:37])=[O:38])[CH:44]=[CH:43][CH:42]=1. The catalyst class is: 344. (3) Reactant: [I:1][C:2]1[CH:3]=[C:4]([C:8]2[O:12][C:11]([CH:13]=O)=[CH:10][CH:9]=2)[CH:5]=[CH:6][CH:7]=1.[CH2:15]([O:17][C:18](=[O:27])[CH2:19][N:20]1[C:24](=[O:25])[CH2:23][S:22][C:21]1=[S:26])[CH3:16].N1CCCCC1. Product: [CH2:15]([O:17][C:18](=[O:27])[CH2:19][N:20]1[C:24](=[O:25])/[C:23](=[CH:13]/[C:11]2[O:12][C:8]([C:4]3[CH:5]=[CH:6][CH:7]=[C:2]([I:1])[CH:3]=3)=[CH:9][CH:10]=2)/[S:22][C:21]1=[S:26])[CH3:16]. The catalyst class is: 4. (4) Reactant: [Cl:1][C:2]1[CH:3]=[C:4]([NH:9][C:10]([NH:12][C:13]2[CH:14]=[C:15]3[C:19](=[CH:20][CH:21]=2)[N:18]([C:22]2[N:30]=[C:29]([NH:31][C@H:32]4[CH2:37][CH2:36][C@H:35]([NH:38]C(OC(C)(C)C)=O)[CH2:34][CH2:33]4)[N:28]=[C:27]4[C:23]=2[N:24]=[CH:25][N:26]4C(OC(C)(C)C)=O)[CH2:17][CH2:16]3)=[O:11])[CH:5]=[CH:6][C:7]=1[Cl:8].Cl. Product: [NH2:38][C@H:35]1[CH2:34][CH2:33][C@H:32]([NH:31][C:29]2[N:28]=[C:27]3[C:23]([N:24]=[CH:25][NH:26]3)=[C:22]([N:18]3[C:19]4[C:15](=[CH:14][C:13]([NH:12][C:10]([NH:9][C:4]5[CH:5]=[CH:6][C:7]([Cl:8])=[C:2]([Cl:1])[CH:3]=5)=[O:11])=[CH:21][CH:20]=4)[CH2:16][CH2:17]3)[N:30]=2)[CH2:37][CH2:36]1. The catalyst class is: 5. (5) Product: [Br:1][C:2]1[CH2:10][C:9]2[C:4]([CH:3]=1)=[CH:5][C:6]([O:11][CH2:12][C:13]1[C:14]([C:21]3[C:26]([Cl:27])=[CH:25][CH:24]=[CH:23][C:22]=3[Cl:28])=[N:15][O:16][C:17]=1[CH:18]([CH3:20])[CH3:19])=[CH:7][CH:8]=2. Reactant: [Br:1][CH:2]1[CH2:10][C:9]2[C:4](=[CH:5][C:6]([O:11][CH2:12][C:13]3[C:14]([C:21]4[C:26]([Cl:27])=[CH:25][CH:24]=[CH:23][C:22]=4[Cl:28])=[N:15][O:16][C:17]=3[CH:18]([CH3:20])[CH3:19])=[CH:7][CH:8]=2)[CH:3]1O.O.C1(C)C=CC(S(O)(=O)=O)=CC=1.C1(C)C=CC=CC=1. The catalyst class is: 4. (6) Reactant: C(=O)([O-])O.[Na+].[S:6]=[C:7]1[NH:12][C:11]2[CH:13]=[CH:14][NH:15][C:10]=2[C:9](=[O:16])[N:8]1[C:17]1[CH:22]=[CH:21][C:20]([O:23][CH2:24][C:25]([F:28])([F:27])[F:26])=[CH:19][CH:18]=1.Cl.Cl[CH2:31][CH2:32][CH2:33][N:34]1[CH2:39][CH2:38][O:37][CH2:36][CH2:35]1.[I-].[Na+]. Product: [N:34]1([CH2:33][CH2:32][CH2:31][S:6][C:7]2[N:8]([C:17]3[CH:18]=[CH:19][C:20]([O:23][CH2:24][C:25]([F:28])([F:27])[F:26])=[CH:21][CH:22]=3)[C:9](=[O:16])[C:10]3[NH:15][CH:14]=[CH:13][C:11]=3[N:12]=2)[CH2:39][CH2:38][O:37][CH2:36][CH2:35]1. The catalyst class is: 434. (7) Reactant: [C:1]([C:5]1[N:10]=[C:9]([N:11]2[CH2:16][CH2:15][N:14]([CH2:17][CH2:18][CH2:19][CH2:20][NH2:21])[CH2:13][CH2:12]2)[CH:8]=[C:7]([C:22]([F:25])([F:24])[F:23])[N:6]=1)([CH3:4])([CH3:3])[CH3:2].C1N=CN([C:31](N2C=NC=C2)=[O:32])C=1.[NH:38]1[C:47]2[C:42](=[CH:43][CH:44]=[CH:45][CH:46]=2)[CH2:41][CH2:40][CH2:39]1. Product: [C:1]([C:5]1[N:10]=[C:9]([N:11]2[CH2:16][CH2:15][N:14]([CH2:17][CH2:18][CH2:19][CH2:20][NH:21][C:31]([N:38]3[C:47]4[C:42](=[CH:43][CH:44]=[CH:45][CH:46]=4)[CH2:41][CH2:40][CH2:39]3)=[O:32])[CH2:13][CH2:12]2)[CH:8]=[C:7]([C:22]([F:24])([F:25])[F:23])[N:6]=1)([CH3:4])([CH3:2])[CH3:3]. The catalyst class is: 147. (8) The catalyst class is: 12. Product: [Cl:1][C:2]1[CH:3]=[CH:4][C:5]2[N:11]3[C:12]([C:15]([F:18])([F:16])[F:17])=[N:13][N:14]=[C:10]3[CH:9]([CH2:19][C:20]([OH:22])=[O:21])[CH2:8][CH:7]([C:24]3[CH:29]=[CH:28][CH:27]=[C:26]([O:30][CH3:31])[C:25]=3[O:32][CH3:33])[C:6]=2[CH:34]=1. Reactant: [Cl:1][C:2]1[CH:3]=[CH:4][C:5]2[N:11]3[C:12]([C:15]([F:18])([F:17])[F:16])=[N:13][N:14]=[C:10]3[CH:9]([CH2:19][C:20]([O:22]C)=[O:21])[CH2:8][CH:7]([C:24]3[CH:29]=[CH:28][CH:27]=[C:26]([O:30][CH3:31])[C:25]=3[O:32][CH3:33])[C:6]=2[CH:34]=1.Cl.O. (9) Reactant: [O:1]1[C:10]2[CH:9]=[C:8]([CH:11]=[O:12])[N:7]=[CH:6][C:5]=2[O:4][CH2:3][CH2:2]1.[O-:13]Cl=O.[Na+].NS(O)(=O)=O. Product: [O:1]1[C:10]2[CH:9]=[C:8]([C:11]([OH:13])=[O:12])[N:7]=[CH:6][C:5]=2[O:4][CH2:3][CH2:2]1. The catalyst class is: 95.